Dataset: Full USPTO retrosynthesis dataset with 1.9M reactions from patents (1976-2016). Task: Predict the reactants needed to synthesize the given product. (1) Given the product [CH2:4]=[C:3]1[CH2:12][CH2:11][C:10]2([O:9][CH2:8][CH2:7][O:6]2)[CH2:1][CH2:2]1, predict the reactants needed to synthesize it. The reactants are: [CH2:1]([Li])[CH2:2][CH2:3][CH3:4].[O:6]1[C:10]2(CCC(=O)[CH2:12][CH2:11]2)[O:9][CH2:8][CH2:7]1. (2) Given the product [F:1][C:2]1[CH:3]=[CH:4][C:5]([C:8]2[NH:12][C:11]([C@@H:13]3[CH2:17][CH2:16][CH2:15][N:14]3[C:18]([C@:20]34[CH2:46][CH2:45][C@@H:44]([CH:47]([CH3:49])[CH3:48])[C@@H:21]3[C@@H:22]3[C@@:35]([CH3:38])([CH2:36][CH2:37]4)[C@@:34]4([CH3:39])[C@@H:25]([C@:26]5([CH3:43])[C@@H:31]([CH2:32][CH2:33]4)[C:30]([CH3:40])([CH3:41])[C@@H:29]([O:42][C:55](=[O:57])[CH2:56][C:51]([CH3:58])([CH3:50])[C:52]([OH:54])=[O:53])[CH2:28][CH2:27]5)[CH2:24][CH2:23]3)=[O:19])=[N:10][CH:9]=2)=[CH:6][CH:7]=1, predict the reactants needed to synthesize it. The reactants are: [F:1][C:2]1[CH:7]=[CH:6][C:5]([C:8]2[NH:12][C:11]([C@@H:13]3[CH2:17][CH2:16][CH2:15][N:14]3[C:18]([C@:20]34[CH2:46][CH2:45][C@@H:44]([CH:47]([CH3:49])[CH3:48])[C@@H:21]3[C@@H:22]3[C@@:35]([CH3:38])([CH2:36][CH2:37]4)[C@@:34]4([CH3:39])[C@@H:25]([C@:26]5([CH3:43])[C@@H:31]([CH2:32][CH2:33]4)[C:30]([CH3:41])([CH3:40])[C@@H:29]([OH:42])[CH2:28][CH2:27]5)[CH2:24][CH2:23]3)=[O:19])=[N:10][CH:9]=2)=[CH:4][CH:3]=1.[CH3:50][C:51]1([CH3:58])[CH2:56][C:55](=[O:57])[O:54][C:52]1=[O:53]. (3) Given the product [CH:1]([OH:4])=[O:3].[OH:55][C:48]1[C:49]2[NH:50][C:51](=[O:54])[S:52][C:53]=2[C:45]([C@@H:43]([OH:44])[CH2:42][NH:41][CH:34]([CH2:33][CH2:32][CH2:31][CH2:30][CH2:29][CH2:28][CH2:27][CH2:26][N:23]2[CH2:22][CH2:21][C:19]3([O:18][CH2:17][CH2:16][N:15]([C:13]([C:11]4[N:12]=[C:8]([CH:5]([CH3:6])[CH3:7])[S:9][CH:10]=4)=[O:14])[CH2:20]3)[CH2:25][CH2:24]2)[CH3:35])=[CH:46][CH:47]=1, predict the reactants needed to synthesize it. The reactants are: [C:1]([OH:4])(=[O:3])C.[CH:5]([C:8]1[S:9][CH:10]=[C:11]([C:13]([N:15]2[CH2:20][C:19]3([CH2:25][CH2:24][N:23]([CH2:26][CH2:27][CH2:28][CH2:29][CH2:30][CH2:31][CH2:32][CH2:33][C:34](=O)[CH3:35])[CH2:22][CH2:21]3)[O:18][CH2:17][CH2:16]2)=[O:14])[N:12]=1)([CH3:7])[CH3:6].C(O)(=O)C.[NH2:41][CH2:42][C@@H:43]([C:45]1[C:53]2[S:52][C:51](=[O:54])[NH:50][C:49]=2[C:48]([OH:55])=[CH:47][CH:46]=1)[OH:44].C(O[BH-](OC(=O)C)OC(=O)C)(=O)C.[Na+]. (4) Given the product [NH:28]1[CH:32]=[N:31][CH2:30][N:29]1[S:7][CH2:1][CH2:2][CH2:3][CH2:4][CH2:5][CH2:40][CH2:41][CH2:22][C:23]1[CH2:26][CH:24]=1, predict the reactants needed to synthesize it. The reactants are: [C:1]1([S:7](OCCCCCCCCC2CC=2)(=O)=O)C=[CH:5][CH:4]=[CH:3][CH:2]=1.[CH3:22][C:23]([CH3:26])([O-])[CH3:24].[K+].[NH:28]1[CH:32]=[N:31][C:30](S)=[N:29]1.[I-].[Na+].C(O[CH2:40][CH3:41])(=O)C. (5) The reactants are: [NH2:1][C:2]1[C:3]([C:8]([NH:10][CH2:11][CH:12]2[CH2:15][CH2:14][CH2:13]2)=[O:9])=[N:4][CH:5]=[CH:6][CH:7]=1.[CH3:16][N:17]1[C:25]2[C:20](=[CH:21][CH:22]=[CH:23][CH:24]=2)[CH:19]=[C:18]1[C:26](O)=[O:27]. Given the product [CH:12]1([CH2:11][NH:10][C:8]([C:3]2[C:2]([NH:1][C:26]([C:18]3[N:17]([CH3:16])[C:25]4[C:20]([CH:19]=3)=[CH:21][CH:22]=[CH:23][CH:24]=4)=[O:27])=[CH:7][CH:6]=[CH:5][N:4]=2)=[O:9])[CH2:15][CH2:14][CH2:13]1, predict the reactants needed to synthesize it. (6) Given the product [NH2:29][C:26]1[N:27]=[N:28][C:23]([C:21]#[C:20][C:16]2[CH:15]=[C:14]([NH:13][C:11]([NH:10][C:7]3[CH:6]=[C:5]([C:1]([CH3:4])([CH3:3])[CH3:2])[O:9][N:8]=3)=[O:12])[CH:19]=[CH:18][CH:17]=2)=[CH:24][CH:25]=1, predict the reactants needed to synthesize it. The reactants are: [C:1]([C:5]1[O:9][N:8]=[C:7]([NH:10][C:11]([NH:13][C:14]2[CH:19]=[CH:18][CH:17]=[C:16]([C:20]#[CH:21])[CH:15]=2)=[O:12])[CH:6]=1)([CH3:4])([CH3:3])[CH3:2].Br[C:23]1[N:28]=[N:27][C:26]([NH2:29])=[CH:25][CH:24]=1. (7) Given the product [Br:11][C:12]1[CH:13]=[C:14]2[C:19](=[N:20][C:21]=1[CH:22]([O:23][CH3:24])[O:25][CH3:26])[N:18]([C:27]([NH:36][C:37]1[CH:44]=[C:43]([NH:45][CH2:46][CH2:47][O:48][CH3:49])[C:40]([C:41]#[N:42])=[CH:39][N:38]=1)=[O:29])[CH2:17][CH2:16][CH2:15]2, predict the reactants needed to synthesize it. The reactants are: [Li+].C[Si]([N-][Si](C)(C)C)(C)C.[Br:11][C:12]1[CH:13]=[C:14]2[C:19](=[N:20][C:21]=1[CH:22]([O:25][CH3:26])[O:23][CH3:24])[N:18]([C:27]([O:29]C1C=CC=CC=1)=O)[CH2:17][CH2:16][CH2:15]2.[NH2:36][C:37]1[CH:44]=[C:43]([NH:45][CH2:46][CH2:47][O:48][CH3:49])[C:40]([C:41]#[N:42])=[CH:39][N:38]=1.